From a dataset of Microsomal clearance measurements from AstraZeneca. Regression/Classification. Given a drug SMILES string, predict its absorption, distribution, metabolism, or excretion properties. Task type varies by dataset: regression for continuous measurements (e.g., permeability, clearance, half-life) or binary classification for categorical outcomes (e.g., BBB penetration, CYP inhibition). For this dataset (clearance_microsome_az), we predict log10(clearance) (log10 of the in vitro intrinsic clearance, CLint, in uL/min per mg of human liver microsomal protein, equivalently mL/min/g; values are censored to the assay range of 3 to 150, which is 0.477 to 2.18 on this log10 scale). (1) The compound is CC(C)(CO)Nc1nc(SCc2cccc(F)c2F)nc2nc(N)sc12. The log10(clearance) is 1.49. (2) The compound is O=C(NC1CC1)c1cc(-c2cccs2)on1. The log10(clearance) is 1.59. (3) The drug is COc1ccnc(NC2CCN(C(=O)c3ccc(C#N)cc3)CC2)c1. The log10(clearance) is 0.480. (4) The compound is NC(=O)c1sc(-c2ccc(Cl)cc2)cc1N. The log10(clearance) is 1.49. (5) The molecule is CCOc1ccc(-c2ccc(Cn3c(CC(C)(C)C(=O)O)c(SC(C)(C)C)c4cc(OCc5ccc(C)cn5)ccc43)cc2)cn1. The log10(clearance) is 0.990. (6) The molecule is Cc1ccc(S(=O)(=O)Nc2c(C(=O)NCc3ccccc3)cnn2-c2ccccc2)cc1. The log10(clearance) is 2.18. (7) The molecule is Nc1ncc2cc(-c3c(Br)cccc3Br)c(N)nc2n1. The log10(clearance) is 1.34.